This data is from Merck oncology drug combination screen with 23,052 pairs across 39 cell lines. The task is: Regression. Given two drug SMILES strings and cell line genomic features, predict the synergy score measuring deviation from expected non-interaction effect. (1) Drug 1: CCc1c2c(nc3ccc(O)cc13)-c1cc3c(c(=O)n1C2)COC(=O)C3(O)CC. Drug 2: CCc1cnn2c(NCc3ccc[n+]([O-])c3)cc(N3CCCCC3CCO)nc12. Cell line: DLD1. Synergy scores: synergy=-4.60. (2) Drug 1: NC(=O)c1cccc2cn(-c3ccc(C4CCCNC4)cc3)nc12. Drug 2: O=C(NOCC(O)CO)c1ccc(F)c(F)c1Nc1ccc(I)cc1F. Cell line: LOVO. Synergy scores: synergy=-2.84.